Dataset: Full USPTO retrosynthesis dataset with 1.9M reactions from patents (1976-2016). Task: Predict the reactants needed to synthesize the given product. (1) The reactants are: [Cl:1]C1C=C(C=C(Cl)C=1)CC1CCN(C(OC(C)(C)C)=O)CC1.[CH:23]1([C:26]2[C:27]([CH2:40][N:41]3[CH2:46][CH2:45][CH:44]([O:47][C:48]4[CH:53]=[CH:52][C:51]([Cl:54])=[CH:50][C:49]=4[Cl:55])[CH2:43][CH2:42]3)=[CH:28][C:29]([F:39])=[C:30]([CH:38]=2)[C:31]([O:33]C(C)(C)C)=[O:32])[CH2:25][CH2:24]1. Given the product [ClH:1].[CH:23]1([C:26]2[C:27]([CH2:40][N:41]3[CH2:46][CH2:45][CH:44]([O:47][C:48]4[CH:53]=[CH:52][C:51]([Cl:54])=[CH:50][C:49]=4[Cl:55])[CH2:43][CH2:42]3)=[CH:28][C:29]([F:39])=[C:30]([CH:38]=2)[C:31]([OH:33])=[O:32])[CH2:25][CH2:24]1, predict the reactants needed to synthesize it. (2) The reactants are: [CH2:1]([C:3]1[CH:12]=[C:11]([C:13](=[O:37])[NH:14][C@@:15]2([C:25]3[CH:30]=[CH:29][C:28]([O:31][C:32]([F:35])([F:34])[F:33])=[C:27]([F:36])[CH:26]=3)[C:20]3=[N:21][CH:22]=[CH:23][CH:24]=[C:19]3[O:18][CH2:17][CH2:16]2)[CH:10]=[CH:9][C:4]=1[C:5]([O:7]C)=[O:6])[CH3:2].[OH-].[Na+]. Given the product [CH2:1]([C:3]1[CH:12]=[C:11]([C:13](=[O:37])[NH:14][C@@:15]2([C:25]3[CH:30]=[CH:29][C:28]([O:31][C:32]([F:34])([F:35])[F:33])=[C:27]([F:36])[CH:26]=3)[C:20]3=[N:21][CH:22]=[CH:23][CH:24]=[C:19]3[O:18][CH2:17][CH2:16]2)[CH:10]=[CH:9][C:4]=1[C:5]([OH:7])=[O:6])[CH3:2], predict the reactants needed to synthesize it. (3) Given the product [Cl:28][C:14]1[C:15]([C:16]#[N:17])=[C:10]([C:3]2[CH:4]=[CH:5][CH:6]=[C:7]([O:8][CH3:9])[C:2]=2[F:1])[N:11]=[C:12]([S:19][CH3:20])[N:13]=1, predict the reactants needed to synthesize it. The reactants are: [F:1][C:2]1[C:7]([O:8][CH3:9])=[CH:6][CH:5]=[CH:4][C:3]=1[C:10]1[C:15]([C:16]#[N:17])=[C:14](O)[N:13]=[C:12]([S:19][CH3:20])[N:11]=1.CN(C=O)C.O=P(Cl)(Cl)[Cl:28]. (4) Given the product [N+:13]([C:16]1[CH:17]=[C:18]([C:26](=[O:28])[CH2:33][C:32]([O:31][CH2:29][CH3:30])=[O:37])[C:19]2[CH2:20][CH2:21][CH2:22][CH2:23][C:24]=2[CH:25]=1)([O-:15])=[O:14], predict the reactants needed to synthesize it. The reactants are: C(N1C=CN=C1)(N1C=CN=C1)=O.[N+:13]([C:16]1[CH:17]=[C:18]([C:26]([OH:28])=O)[C:19]2[CH2:20][CH2:21][CH2:22][CH2:23][C:24]=2[CH:25]=1)([O-:15])=[O:14].[CH2:29]([O:31][C:32](=[O:37])[CH2:33]C(O)=O)[CH3:30]. (5) Given the product [F:21][C:20]1[CH:19]=[C:18]([F:22])[CH:17]=[C:16]([F:23])[C:15]=1[CH:14]1[C:13](=[O:24])[NH:12][C:7]2[N:8]=[N:9][CH:10]=[CH:11][C:6]=2[C:4]1=[O:5], predict the reactants needed to synthesize it. The reactants are: C(O[C:4]([C:6]1[CH:11]=[CH:10][N:9]=[N:8][C:7]=1[NH:12][C:13](=[O:24])[CH2:14][C:15]1[C:20]([F:21])=[CH:19][C:18]([F:22])=[CH:17][C:16]=1[F:23])=[O:5])C.C[Si]([N-][Si](C)(C)C)(C)C.[Na+].